Dataset: Reaction yield outcomes from USPTO patents with 853,638 reactions. Task: Predict the reaction yield, written as a fraction of the theoretical maximum amount of product (1.0 means a 100% yield; for example, 0.34 means a 34% yield). (1) The reactants are Br[C:2]1[NH:3][C:4]2[C:9]([C:10]=1[CH:11]=[O:12])=[CH:8][CH:7]=[CH:6][CH:5]=2.C(=O)([O-])[O-].[Na+].[Na+].[Cl:19][C:20]1[S:24][C:23](B(O)O)=[CH:22][CH:21]=1.O. The catalyst is C(#N)C.C1C=CC(P(C2C=CC=CC=2)C2C=CC=CC=2)=CC=1.C1C=CC(P(C2C=CC=CC=2)C2C=CC=CC=2)=CC=1.Cl[Pd]Cl.ClCCl. The product is [Cl:19][C:20]1[S:24][C:23]([C:2]2[NH:3][C:4]3[C:9]([C:10]=2[CH:11]=[O:12])=[CH:8][CH:7]=[CH:6][CH:5]=3)=[CH:22][CH:21]=1. The yield is 0.160. (2) The catalyst is C1C=CC(P(C2C=CC=CC=2)[C-]2C=CC=C2)=CC=1.C1C=CC(P(C2C=CC=CC=2)[C-]2C=CC=C2)=CC=1.Cl[Pd]Cl.[Fe+2].O. The product is [CH:13]1([O:12][C:4]2[N:3]=[C:2]([CH2:26][C:27]3[CH:28]=[CH:29][C:30]([CH2:33][C:34]([O:36][CH3:37])=[O:35])=[CH:31][CH:32]=3)[CH:7]=[C:6]([C:8]([F:11])([F:10])[F:9])[N:5]=2)[CH2:17][CH2:16][CH2:15][CH2:14]1. The reactants are Cl[C:2]1[CH:7]=[C:6]([C:8]([F:11])([F:10])[F:9])[N:5]=[C:4]([O:12][CH:13]2[CH2:17][CH2:16][CH2:15][CH2:14]2)[N:3]=1.CC1(C)C(C)(C)OB([CH2:26][C:27]2[CH:32]=[CH:31][C:30]([CH2:33][C:34]([O:36][CH3:37])=[O:35])=[CH:29][CH:28]=2)O1.C([O-])([O-])=O.[Na+].[Na+].O1CCOCC1. The yield is 0.670.